From a dataset of TCR-epitope binding with 47,182 pairs between 192 epitopes and 23,139 TCRs. Binary Classification. Given a T-cell receptor sequence (or CDR3 region) and an epitope sequence, predict whether binding occurs between them. (1) The epitope is IVTDFSVIK. The TCR CDR3 sequence is CASSVRSSMNTEAFF. Result: 1 (the TCR binds to the epitope). (2) Result: 1 (the TCR binds to the epitope). The TCR CDR3 sequence is CASSAGTGIYDEAFF. The epitope is TPRVTGGGAM. (3) The epitope is ARMILMTHF. The TCR CDR3 sequence is CASSLNLGAGNNEQFF. Result: 1 (the TCR binds to the epitope).